This data is from Peptide-MHC class I binding affinity with 185,985 pairs from IEDB/IMGT. The task is: Regression. Given a peptide amino acid sequence and an MHC pseudo amino acid sequence, predict their binding affinity value. This is MHC class I binding data. (1) The peptide sequence is VHPAQTSQW. The MHC is Mamu-B17 with pseudo-sequence Mamu-B17. The binding affinity (normalized) is 0.475. (2) The peptide sequence is TLVPQEHYV. The MHC is HLA-A02:02 with pseudo-sequence HLA-A02:02. The binding affinity (normalized) is 0.926. (3) The peptide sequence is GGPGQKARL. The MHC is Mamu-A01 with pseudo-sequence Mamu-A01. The binding affinity (normalized) is 0. (4) The peptide sequence is ETPNELSFL. The binding affinity (normalized) is 0. The MHC is Mamu-B01 with pseudo-sequence Mamu-B01. (5) The peptide sequence is NRLKPRDFK. The MHC is HLA-A02:01 with pseudo-sequence HLA-A02:01. The binding affinity (normalized) is 0.0847.